Dataset: Forward reaction prediction with 1.9M reactions from USPTO patents (1976-2016). Task: Predict the product of the given reaction. (1) Given the reactants [F:1][C:2]1[CH:7]=[CH:6][CH:5]=[CH:4][C:3]=1[C:8]1[NH:12][CH:11]=[C:10]([CH:13]=[O:14])[CH:9]=1.[I:15]N1C(=O)CCC1=O.O, predict the reaction product. The product is: [F:1][C:2]1[CH:7]=[CH:6][CH:5]=[CH:4][C:3]=1[C:8]1[NH:12][CH:11]=[C:10]([CH:13]=[O:14])[C:9]=1[I:15]. (2) The product is: [CH3:17][C:18]1[CH2:23][CH2:22][CH2:21][C:20]2([O:9][C@H:8]([C:10]3[CH:15]=[CH:14][CH:13]=[CH:12][CH:11]=3)[C@@H:7]([C:1]3[CH:2]=[CH:3][CH:4]=[CH:5][CH:6]=3)[O:16]2)[CH:19]=1. Given the reactants [C:1]1([C@@H:7]([OH:16])[C@@H:8]([C:10]2[CH:15]=[CH:14][CH:13]=[CH:12][CH:11]=2)[OH:9])[CH:6]=[CH:5][CH:4]=[CH:3][CH:2]=1.[CH3:17][C:18]1[CH2:23][CH2:22][CH2:21][C:20](=O)[CH:19]=1, predict the reaction product.